From a dataset of Full USPTO retrosynthesis dataset with 1.9M reactions from patents (1976-2016). Predict the reactants needed to synthesize the given product. Given the product [CH3:47][C:48]1([CH3:77])[C@H:50]([C:51]([O:53][C@@H:54]([C:57]2[CH:62]=[CH:61][CH:60]=[C:59]([O:63][C:64]3[CH:65]=[CH:66][CH:67]=[CH:68][CH:69]=3)[CH:58]=2)[C:55]#[N:56])=[O:52])[C@@H:49]1/[CH:70]=[C:71](\[Cl:76])/[C:72]([F:73])([F:75])[F:74], predict the reactants needed to synthesize it. The reactants are: OC1O[C@H](CO)[C@@H](O[C@@H]2O[C@H](CO)[C@H](O)[C@H](O)[C@H]2O)[C@H](O)[C@H]1O.C(OS(C1C=CC=CC=1)(=O)=O)CCCCCCCCCCC.[Na].[CH3:47][C:48]1([CH3:77])[CH:50]([C:51]([O:53][CH:54]([C:57]2[CH:62]=[CH:61][CH:60]=[C:59]([O:63][C:64]3[CH:69]=[CH:68][CH:67]=[CH:66][CH:65]=3)[CH:58]=2)[C:55]#[N:56])=[O:52])[CH:49]1/[CH:70]=[C:71](\[Cl:76])/[C:72]([F:75])([F:74])[F:73].